From a dataset of Reaction yield outcomes from USPTO patents with 853,638 reactions. Predict the reaction yield, written as a fraction of the theoretical maximum amount of product (1.0 means a 100% yield; for example, 0.34 means a 34% yield). (1) The catalyst is N1C=CC=CC=1. The product is [Cl:1][C:2]1[CH:10]=[CH:9][C:5]2[C:6](=[O:8])[N:13]=[C:12]([C:14]3[CH:19]=[C:18]([CH3:20])[CH:17]=[CH:16][N:15]=3)[S:11][C:4]=2[CH:3]=1. The reactants are [Cl:1][C:2]1[CH:10]=[CH:9][C:5]([C:6]([OH:8])=O)=[C:4]([SH:11])[CH:3]=1.[C:12]([C:14]1[CH:19]=[C:18]([CH3:20])[CH:17]=[CH:16][N:15]=1)#[N:13]. The yield is 0.320. (2) The reactants are [NH2:1][C:2]1[C:7]([CH3:8])=[CH:6][N:5]=[C:4]([C:9]([O:11]C)=[O:10])[CH:3]=1.[OH-].[Na+]. The catalyst is CO. The product is [NH2:1][C:2]1[C:7]([CH3:8])=[CH:6][N:5]=[C:4]([C:9]([OH:11])=[O:10])[CH:3]=1. The yield is 0.580.